Dataset: TCR-epitope binding with 47,182 pairs between 192 epitopes and 23,139 TCRs. Task: Binary Classification. Given a T-cell receptor sequence (or CDR3 region) and an epitope sequence, predict whether binding occurs between them. (1) The epitope is GTHWFVTQR. The TCR CDR3 sequence is CASSLYGEDATEAFF. Result: 0 (the TCR does not bind to the epitope). (2) The epitope is FLYNLLTRV. The TCR CDR3 sequence is CASSTPGQGAGEQFF. Result: 0 (the TCR does not bind to the epitope). (3) The epitope is TLVPQEHYV. The TCR CDR3 sequence is CASSPRQANEQFF. Result: 0 (the TCR does not bind to the epitope). (4) The epitope is SQASSRSSSR. The TCR CDR3 sequence is CASSFSVAVTDTQYF. Result: 1 (the TCR binds to the epitope).